Predict the reaction yield, written as a fraction of the theoretical maximum amount of product (1.0 means a 100% yield; for example, 0.34 means a 34% yield). From a dataset of Reaction yield outcomes from USPTO patents with 853,638 reactions. (1) The reactants are [CH3:1][O:2][C:3]([C:5]1[S:14][C:8]2=[N:9][CH:10]=[C:11](Br)[CH:12]=[C:7]2[C:6]=1[O:15][CH2:16][C:17]([O:19][C:20]([CH3:23])([CH3:22])[CH3:21])=[O:18])=[O:4].C(P(C(C)(C)C)[C:29]1[CH:34]=[CH:33][CH:32]=[CH:31][C:30]=1[C:35]1C=CC=CC=1)(C)(C)C.[F-].[K+].C1COCC1. The catalyst is CC([O-])=O.CC([O-])=O.[Pd+2]. The product is [CH3:1][O:2][C:3]([C:5]1[S:14][C:8]2=[N:9][CH:10]=[C:11]([CH2:35][C:30]3[CH:31]=[CH:32][CH:33]=[CH:34][CH:29]=3)[CH:12]=[C:7]2[C:6]=1[O:15][CH2:16][C:17]([O:19][C:20]([CH3:23])([CH3:22])[CH3:21])=[O:18])=[O:4]. The yield is 0.880. (2) The reactants are [CH2:1]([N:9]1[CH:13]=[N:12][N:11]=[N:10]1)[CH2:2][CH2:3][CH2:4][CH2:5][CH2:6][CH2:7][CH3:8].[OH-].[Na+].[I:16]I. The catalyst is C1COCC1. The product is [CH2:1]([N:9]1[C:13]([I:16])=[N:12][N:11]=[N:10]1)[CH2:2][CH2:3][CH2:4][CH2:5][CH2:6][CH2:7][CH3:8]. The yield is 0.220. (3) The reactants are [C:1]([C:4]1[C:5]([OH:14])=[C:6]([CH:10]=[C:11](Br)[CH:12]=1)[C:7]([OH:9])=[O:8])(=[O:3])[CH3:2]. The catalyst is C(O)C.[Pd]. The product is [C:1]([C:4]1[C:5]([OH:14])=[C:6]([CH:10]=[CH:11][CH:12]=1)[C:7]([OH:9])=[O:8])(=[O:3])[CH3:2]. The yield is 0.850. (4) The reactants are [CH3:1][O:2][C:3]1[CH:8]=[CH:7][CH:6]=[CH:5][C:4]=1[C:9]1[N:10]([CH2:27][CH2:28][C:29]2[CH:34]=[CH:33][CH:32]=[CH:31][CH:30]=2)[C:11](=[O:26])[C:12]2[N:18](C(OC(C)(C)C)=O)[CH2:17][CH2:16][CH2:15][C:13]=2[N:14]=1.C(O)(C(F)(F)F)=O. The catalyst is C(Cl)Cl. The product is [CH3:1][O:2][C:3]1[CH:8]=[CH:7][CH:6]=[CH:5][C:4]=1[C:9]1[N:10]([CH2:27][CH2:28][C:29]2[CH:30]=[CH:31][CH:32]=[CH:33][CH:34]=2)[C:11](=[O:26])[C:12]2[NH:18][CH2:17][CH2:16][CH2:15][C:13]=2[N:14]=1. The yield is 0.880.